Dataset: Full USPTO retrosynthesis dataset with 1.9M reactions from patents (1976-2016). Task: Predict the reactants needed to synthesize the given product. (1) Given the product [NH2:36][C:33]1[N:34]=[CH:35][C:30]([C:19]2[N:18]=[C:17]3[C:22]([N:23]=[C:15]([N:11]4[CH2:12][CH2:13][N:14]([C:46](=[O:45])[CH2:47][OH:48])[C@@H:9]([CH3:8])[CH2:10]4)[N:16]3[CH2:37][C:38]([F:41])([F:39])[F:40])=[C:21]([N:24]3[CH2:25][CH2:26][O:27][CH2:28][CH2:29]3)[N:20]=2)=[CH:31][N:32]=1, predict the reactants needed to synthesize it. The reactants are: C(N(CC)CC)C.[CH3:8][C@@H:9]1[NH:14][CH2:13][CH2:12][N:11]([C:15]2[N:16]([CH2:37][C:38]([F:41])([F:40])[F:39])[C:17]3[C:22]([N:23]=2)=[C:21]([N:24]2[CH2:29][CH2:28][O:27][CH2:26][CH2:25]2)[N:20]=[C:19]([C:30]2[CH:31]=[N:32][C:33]([NH2:36])=[N:34][CH:35]=2)[N:18]=3)[CH2:10]1.C([O:45][CH2:46][C:47](Cl)=[O:48])(=O)C.C[O-].[Na+].CO. (2) Given the product [CH3:22][N:2]([CH3:1])[C:3]1[CH:4]=[CH:5][C:6]([CH:9]([O:20][CH3:21])[C@H:10]([CH3:19])/[CH:11]=[CH:12]/[CH:13]=[CH:14]/[C:15]([OH:17])=[O:16])=[CH:7][CH:8]=1, predict the reactants needed to synthesize it. The reactants are: [CH3:1][N:2]([CH3:22])[C:3]1[CH:8]=[CH:7][C:6]([CH:9]([O:20][CH3:21])[C@H:10]([CH3:19])/[CH:11]=[CH:12]/[CH:13]=[CH:14]/[C:15]([O:17]C)=[O:16])=[CH:5][CH:4]=1.[Li+].[OH-]. (3) Given the product [CH3:1][C:2]1([CH3:28])[O:6][CH2:5][CH:4]([CH2:7][O:8][C:9]2[CH:18]=[C:13]([CH2:14][OH:15])[CH:12]=[N:11][C:10]=2[C:19]2[CH:24]=[C:23]([O:25][CH3:26])[CH:22]=[CH:21][C:20]=2[F:27])[CH2:3]1, predict the reactants needed to synthesize it. The reactants are: [CH3:1][C:2]1([CH3:28])[O:6][CH2:5][CH:4]([CH2:7][O:8][C:9]2[C:10]([C:19]3[CH:24]=[C:23]([O:25][CH3:26])[CH:22]=[CH:21][C:20]=3[F:27])=[N:11][CH:12]=[C:13]([CH:18]=2)[C:14](OC)=[O:15])[CH2:3]1.[BH4-].[Na+]. (4) Given the product [F:28][C:27]([F:30])([F:29])[C:25]([NH:1][C:2]1[CH:3]=[C:4]([NH:8][C:9](=[O:18])[O:10][CH2:11][C:12]2[CH:13]=[CH:14][CH:15]=[CH:16][CH:17]=2)[CH:5]=[CH:6][CH:7]=1)=[O:26], predict the reactants needed to synthesize it. The reactants are: [NH2:1][C:2]1[CH:3]=[C:4]([NH:8][C:9](=[O:18])[O:10][CH2:11][C:12]2[CH:17]=[CH:16][CH:15]=[CH:14][CH:13]=2)[CH:5]=[CH:6][CH:7]=1.N1C=CC=CC=1.[C:25](O[C:25]([C:27]([F:30])([F:29])[F:28])=[O:26])([C:27]([F:30])([F:29])[F:28])=[O:26]. (5) Given the product [N+:20]([C:23]1[CH:30]=[CH:29][C:26]([CH2:27][O:17][C:16]([C@@H:11]2[CH2:12][S:13][CH2:14][CH2:15][N:10]2[S:7]([C:4]2[CH:3]=[CH:2][C:1]([CH3:19])=[CH:6][CH:5]=2)(=[O:9])=[O:8])=[O:18])=[CH:25][CH:24]=1)([O-:22])=[O:21], predict the reactants needed to synthesize it. The reactants are: [C:1]1([CH3:19])[CH:6]=[CH:5][C:4]([S:7]([N:10]2[CH2:15][CH2:14][S:13][CH2:12][C@H:11]2[C:16]([OH:18])=[O:17])(=[O:9])=[O:8])=[CH:3][CH:2]=1.[N+:20]([C:23]1[CH:30]=[CH:29][C:26]([CH2:27]O)=[CH:25][CH:24]=1)([O-:22])=[O:21].C1CCC(N=C=NC2CCCCC2)CC1. (6) Given the product [C:14]([N:2]1[CH2:3][CH2:4][C:5]2[C:13]3[C:8](=[CH:9][CH:10]=[CH:11][CH:12]=3)[NH:7][C:6]=2[CH2:1]1)(=[O:21])[C:15]1[CH:20]=[CH:19][CH:18]=[CH:17][CH:16]=1, predict the reactants needed to synthesize it. The reactants are: [CH2:1]1[C:6]2[NH:7][C:8]3[C:13]([C:5]=2[CH2:4][CH2:3][NH:2]1)=[CH:12][CH:11]=[CH:10][CH:9]=3.[C:14](O)(=[O:21])[C:15]1[CH:20]=[CH:19][CH:18]=[CH:17][CH:16]=1.O.ON1C2C=CC=CC=2N=N1.C(N(C(C)C)CC)(C)C.C(Cl)CCl.